From a dataset of Reaction yield outcomes from USPTO patents with 853,638 reactions. Predict the reaction yield, written as a fraction of the theoretical maximum amount of product (1.0 means a 100% yield; for example, 0.34 means a 34% yield). (1) The reactants are [Cl:1][C:2]1[C:7]([CH2:8][CH:9]=[O:10])=[C:6]([Cl:11])[N:5]=[CH:4][N:3]=1.[BH4-].[Na+]. The catalyst is CO. The product is [Cl:11][C:6]1[C:7]([CH2:8][CH2:9][OH:10])=[C:2]([Cl:1])[N:3]=[CH:4][N:5]=1. The yield is 0.630. (2) The reactants are C[Si](C)(C)N[Si](C)(C)C.C([Li])CCC.[Cl:15][C:16]1[CH:17]=[C:18]([C@@H:26]([CH2:40][CH:41]2[CH2:45]C[CH2:43][CH2:42]2)[C:27](NC2C=CN(CCC(O)=O)N=2)=[O:28])[CH:19]=[CH:20][C:21]=1[S:22]([CH3:25])(=O)=O.ICC1C[CH2:51][O:50]C1.CN1CCCN(C)C1=[O:61]. The catalyst is O1CCCC1.C(OCC)(=O)C. The product is [CH3:51][O:50][C:27](=[O:28])[CH:26]([C:18]1[CH:19]=[CH:20][C:21]([S:22][CH3:25])=[C:16]([Cl:15])[CH:17]=1)[CH2:40][CH:41]1[CH2:42][CH2:43][O:61][CH2:45]1. The yield is 0.770.